Dataset: Reaction yield outcomes from USPTO patents with 853,638 reactions. Task: Predict the reaction yield, written as a fraction of the theoretical maximum amount of product (1.0 means a 100% yield; for example, 0.34 means a 34% yield). The reactants are Cl[C:2]1[N:3]=[C:4]([NH:18][CH3:19])[C:5]2[N:6]=[C:7]([NH:14][CH2:15][CH2:16][CH3:17])[N:8]=[C:9]([NH:12][CH3:13])[C:10]=2[N:11]=1.[C-:20]#[N:21].[K+].[Cl-].[Na+]. The catalyst is CS(C)=O. The product is [CH3:19][NH:18][C:4]1[C:5]2[N:6]=[C:7]([NH:14][CH2:15][CH2:16][CH3:17])[N:8]=[C:9]([NH:12][CH3:13])[C:10]=2[N:11]=[C:2]([C:20]#[N:21])[N:3]=1. The yield is 0.940.